This data is from Full USPTO retrosynthesis dataset with 1.9M reactions from patents (1976-2016). The task is: Predict the reactants needed to synthesize the given product. (1) Given the product [F:33][C:29]1([F:32])[CH2:30][CH2:31][CH:26]([CH2:25][NH:24][C:22]([C:15]2[C:14]3[C:18](=[CH:19][CH:20]=[CH:21][C:13]=3[Cl:12])[N:17]([CH2:35][C:36](=[O:37])[N:38]([CH3:40])[CH3:39])[CH:16]=2)=[O:23])[CH2:27][CH2:28]1, predict the reactants needed to synthesize it. The reactants are: O.O.O.O.O.O.O.O.[OH-].[Ba+2].[OH-].[Cl:12][C:13]1[CH:21]=[CH:20][CH:19]=[C:18]2[C:14]=1[C:15]([C:22]([NH:24][CH2:25][CH:26]1[CH2:31][CH2:30][C:29]([F:33])([F:32])[CH2:28][CH2:27]1)=[O:23])=[CH:16][NH:17]2.Cl[CH2:35][C:36]([N:38]([CH3:40])[CH3:39])=[O:37].CN(C=O)C. (2) Given the product [CH:7]1([C:10]([N:12]2[CH2:16][CH2:15][C@@H:14]([CH2:17][NH:18][C:19]3[C:20]([NH2:29])=[CH:21][C:22]([C:25]([F:26])([F:27])[F:28])=[CH:23][CH:24]=3)[CH2:13]2)=[O:11])[CH2:9][CH2:8]1, predict the reactants needed to synthesize it. The reactants are: CCOC(C)=O.[CH:7]1([C:10]([N:12]2[CH2:16][CH2:15][C@@H:14]([CH2:17][NH:18][C:19]3[CH:24]=[CH:23][C:22]([C:25]([F:28])([F:27])[F:26])=[CH:21][C:20]=3[N+:29]([O-])=O)[CH2:13]2)=[O:11])[CH2:9][CH2:8]1. (3) Given the product [F:1][C:2]1[CH:3]=[CH:4][C:5]([C:6]([N:8]2[CH2:12][CH2:11][C:10]([CH3:26])([C:13](=[O:21])[C:14]3[CH:19]=[CH:18][C:17]([F:20])=[CH:16][CH:15]=3)[CH2:9]2)=[O:7])=[CH:22][CH:23]=1, predict the reactants needed to synthesize it. The reactants are: [F:1][C:2]1[CH:23]=[CH:22][C:5]([C:6]([N:8]2[CH2:12][CH2:11][CH:10]([C:13](=[O:21])[C:14]3[CH:19]=[CH:18][C:17]([F:20])=[CH:16][CH:15]=3)[CH2:9]2)=[O:7])=[CH:4][CH:3]=1.[H-].[Na+].[CH3:26]I.